Predict the reaction yield, written as a fraction of the theoretical maximum amount of product (1.0 means a 100% yield; for example, 0.34 means a 34% yield). From a dataset of Reaction yield outcomes from USPTO patents with 853,638 reactions. (1) The reactants are ClC1N=[C:4]([NH:18][C:19]2[C:24]([C:25]#[C:26][Si:27]([CH3:30])([CH3:29])[CH3:28])=[CH:23][C:22]([CH3:31])=[CH:21][N:20]=2)[C:5](=[O:17])[N:6]([CH2:8][C:9]2[CH:14]=[CH:13][C:12]([O:15][CH3:16])=[CH:11][CH:10]=2)[CH:7]=1.C1(C)C=CC=CC=1. The catalyst is C(OCC)(=O)C. The product is [CH3:16][O:15][C:12]1[CH:13]=[CH:14][C:9]([CH2:8][N:6]2[CH:7]=[C:26]([Si:27]([CH3:30])([CH3:29])[CH3:28])[C:25]3[C:24]4[C:19]([NH:18][C:4]=3[C:5]2=[O:17])=[N:20][CH:21]=[C:22]([CH3:31])[CH:23]=4)=[CH:10][CH:11]=1. The yield is 0.890. (2) The reactants are [Br:1][C:2]1[CH:3]=[C:4](Br)[C:5]2[N:6]([C:8]([I:11])=[CH:9][N:10]=2)[N:7]=1.[F:13][C:14]([F:19])([F:18])[CH2:15][CH2:16][NH2:17].O. The catalyst is CN(C)C=O. The product is [Br:1][C:2]1[CH:3]=[C:4]([NH:17][CH2:16][CH2:15][C:14]([F:19])([F:18])[F:13])[C:5]2[N:6]([C:8]([I:11])=[CH:9][N:10]=2)[N:7]=1. The yield is 0.810. (3) The reactants are [CH3:1][C:2]1[CH:7]=[C:6]([O:8][C:9]2[CH:14]=[N:13][CH:12]=[CH:11][N:10]=2)[CH:5]=[C:4]([CH3:15])[C:3]=1[C:16]1[N:17]=[C:18]([NH2:21])[S:19][CH:20]=1.C(N(CC)CC)C.Cl.[C:30](Cl)(=[O:37])[C:31]1[CH:36]=[CH:35][N:34]=[CH:33][CH:32]=1. The product is [CH3:15][C:4]1[CH:5]=[C:6]([O:8][C:9]2[CH:14]=[N:13][CH:12]=[CH:11][N:10]=2)[CH:7]=[C:2]([CH3:1])[C:3]=1[C:16]1[N:17]=[C:18]([NH:21][C:30](=[O:37])[C:31]2[CH:36]=[CH:35][N:34]=[CH:33][CH:32]=2)[S:19][CH:20]=1. The yield is 0.250. The catalyst is C1COCC1. (4) The reactants are [NH2:1][C:2]1[N:7]=[C:6]([N:8]([CH3:15])[C:9]2[CH:14]=[CH:13][CH:12]=[CH:11][CH:10]=2)[N:5]=[C:4]([C:16]2[N:20]=[C:19]([C:21]3[S:25][C:24]([C:26](O)=[O:27])=[CH:23][CH:22]=3)[O:18][N:17]=2)[N:3]=1.Cl.CN(C)CCCN=C=NCC.C1C=NC2N(O)N=NC=2C=1.[NH:51]1[CH2:56][CH2:55][O:54][CH2:53][CH2:52]1. The catalyst is CN(C=O)C.C(OCC)(=O)C. The product is [NH2:1][C:2]1[N:7]=[C:6]([N:8]([CH3:15])[C:9]2[CH:14]=[CH:13][CH:12]=[CH:11][CH:10]=2)[N:5]=[C:4]([C:16]2[N:20]=[C:19]([C:21]3[S:25][C:24]([C:26]([N:51]4[CH2:56][CH2:55][O:54][CH2:53][CH2:52]4)=[O:27])=[CH:23][CH:22]=3)[O:18][N:17]=2)[N:3]=1. The yield is 0.710. (5) The reactants are Br[C:2]1[CH:7]=[CH:6][C:5]([Br:8])=[CH:4][N:3]=1.[C:9](CCCO)#[N:10].[CH3:15][Si](C)(C)[N-][Si](C)(C)C.[Na+].CCO[C:28]([CH3:30])=[O:29]. The catalyst is CS(C)=O. The product is [Br:8][C:5]1[CH:6]=[CH:7][C:2]([O:29][CH2:28][CH:30]([C:9]#[N:10])[CH3:15])=[N:3][CH:4]=1. The yield is 0.393.